Dataset: Full USPTO retrosynthesis dataset with 1.9M reactions from patents (1976-2016). Task: Predict the reactants needed to synthesize the given product. (1) Given the product [I:1][CH2:2][C:3]1[N:4]=[C:5]([C:14]2[CH:19]=[CH:18][C:17]([CH3:20])=[CH:16][CH:15]=2)[O:6][C:7]=1[CH3:8], predict the reactants needed to synthesize it. The reactants are: [I:1][CH2:2][C:3]1[N:4]=[C:5]([C:14]2[CH:19]=[CH:18][C:17]([CH3:20])=[CH:16][CH:15]=2)[O:6][C:7]=1[C:8]1C=CC=CC=1.C/C(/C(C)=O)=N\O.C1(C)C=CC(C=O)=CC=1. (2) Given the product [Cl:1][C:2]1[CH:3]=[C:4]([CH:25]=[CH:26][C:27]=1[Cl:28])[O:5][C:6]1[CH:11]=[CH:10][CH:9]=[CH:8][C:7]=1[NH:12][S:13]([C:16]1[CH:24]=[CH:23][C:19]([C:20]([N:39]2[CH2:40][CH2:41][N:36]([CH2:35][C:30]3[CH:31]=[CH:32][CH:33]=[CH:34][N:29]=3)[CH2:37][CH2:38]2)=[O:21])=[CH:18][CH:17]=1)(=[O:14])=[O:15], predict the reactants needed to synthesize it. The reactants are: [Cl:1][C:2]1[CH:3]=[C:4]([CH:25]=[CH:26][C:27]=1[Cl:28])[O:5][C:6]1[CH:11]=[CH:10][CH:9]=[CH:8][C:7]=1[NH:12][S:13]([C:16]1[CH:24]=[CH:23][C:19]([C:20](O)=[O:21])=[CH:18][CH:17]=1)(=[O:15])=[O:14].[N:29]1[CH:34]=[CH:33][CH:32]=[CH:31][C:30]=1[CH2:35][N:36]1[CH2:41][CH2:40][NH:39][CH2:38][CH2:37]1. (3) The reactants are: CO[C:3]([C:5]1[CH:27]=[CH:26][C:8]2[NH:9][C:10]([C:12]3[C:24]4[C:23]5[C:18](=[CH:19][CH:20]=[CH:21][CH:22]=5)[CH:17]([NH-:25])[C:16]=4[CH:15]=[CH:14][CH:13]=3)=[N:11][C:7]=2[CH:6]=1)=[O:4].N1C2N=C[CH:35]=[C:36]([C:37]([OH:39])=O)[C:31]=2[CH:30]=[CH:29]1.[OH2:40].[NH3:41]. Given the product [CH:5]([O:40][CH:30]([CH3:31])[CH3:29])([CH3:6])[CH3:3].[OH:39][CH2:37][CH2:36][CH2:35][NH:41][C:3]([C:5]1[CH:27]=[CH:26][C:8]2[NH:9][C:10]([C:12]3[C:24]4[C:23]5[C:18](=[CH:19][CH:20]=[CH:21][CH:22]=5)[CH:17]([NH-:25])[C:16]=4[CH:15]=[CH:14][CH:13]=3)=[N:11][C:7]=2[CH:6]=1)=[O:4], predict the reactants needed to synthesize it. (4) Given the product [F:1][C:2]1[C:7]([O:8][CH2:30][CH2:29][CH2:28][CH2:27][CH2:26][CH:25]=[CH2:24])=[CH:6][CH:5]=[CH:4][C:3]=1[CH2:9][NH:10][C:11]([C:13]1[CH:14]=[C:15]2[C:20](=[CH:21][CH:22]=1)[N:19]=[CH:18][CH:17]=[CH:16]2)=[O:12], predict the reactants needed to synthesize it. The reactants are: [F:1][C:2]1[C:7]([OH:8])=[CH:6][CH:5]=[CH:4][C:3]=1[CH2:9][NH:10][C:11]([C:13]1[CH:14]=[C:15]2[C:20](=[CH:21][CH:22]=1)[N:19]=[CH:18][CH:17]=[CH:16]2)=[O:12].Br[CH2:24][CH2:25][CH2:26][CH2:27][CH2:28][CH:29]=[CH2:30].CN(C=O)C.C(=O)([O-])[O-].[Cs+].[Cs+]. (5) Given the product [Cl:1][C:2]1[CH:3]=[C:4]([CH:8]([O:22][CH2:23][CH2:24][CH2:25][O:26][CH3:27])[CH2:9][CH2:10][NH:11][CH:19]([CH3:20])[CH3:21])[CH:5]=[CH:6][CH:7]=1, predict the reactants needed to synthesize it. The reactants are: [Cl:1][C:2]1[CH:3]=[C:4]([CH:8]([O:22][CH2:23][CH2:24][CH2:25][O:26][CH3:27])[CH2:9][CH2:10][N:11]([CH:19]([CH3:21])[CH3:20])C(=O)OC(C)(C)C)[CH:5]=[CH:6][CH:7]=1.